This data is from Forward reaction prediction with 1.9M reactions from USPTO patents (1976-2016). The task is: Predict the product of the given reaction. (1) Given the reactants CS(O)(=O)=O.[CH3:6][CH:7]([CH2:9][C:10]1[C:18]2[C:13](=[CH:14][CH:15]=[CH:16][CH:17]=2)[NH:12][CH:11]=1)[NH2:8].C(OC(OC(C)(C)C)=O)(OC(C)(C)C)=O.[Cl:34][C:35]1[N:36]=[C:37]2[N:41]([C:42]=1[S:43](Cl)(=[O:45])=[O:44])[CH:40]=[CH:39][S:38]2.CC(C)([O-])C.[K+].C([O-])(O)=O.[Na+], predict the reaction product. The product is: [ClH:34].[Cl:34][C:35]1[N:36]=[C:37]2[N:41]([C:42]=1[S:43]([N:12]1[C:13]3[C:18](=[CH:17][CH:16]=[CH:15][CH:14]=3)[C:10]([CH2:9][CH:7]([NH2:8])[CH3:6])=[CH:11]1)(=[O:45])=[O:44])[CH:40]=[CH:39][S:38]2. (2) Given the reactants Br[C:2]1[CH:3]=[C:4]2[C:9](=[CH:10][CH:11]=1)[N:8]=[CH:7][C:6]([C:12](=[O:14])[CH3:13])=[C:5]2[NH:15][CH:16]1[CH2:21][CH2:20][CH:19]([N:22]([CH2:25][CH3:26])[CH2:23][CH3:24])[CH2:18][CH2:17]1.[Cl:27][C:28]1[CH:29]=[C:30](B(O)O)[CH:31]=[CH:32][C:33]=1[OH:34], predict the reaction product. The product is: [Cl:27][C:28]1[CH:29]=[C:30]([C:2]2[CH:3]=[C:4]3[C:9](=[CH:10][CH:11]=2)[N:8]=[CH:7][C:6]([C:12](=[O:14])[CH3:13])=[C:5]3[NH:15][CH:16]2[CH2:21][CH2:20][CH:19]([N:22]([CH2:25][CH3:26])[CH2:23][CH3:24])[CH2:18][CH2:17]2)[CH:31]=[CH:32][C:33]=1[OH:34]. (3) Given the reactants [H-].[Na+].[CH3:3][C:4]1[CH:9]=[C:8]([C:10]2[CH:11]=[CH:12][C:13]3[N:20]4[CH2:21][C@H:16]([CH2:17][CH2:18][CH2:19]4)[NH:15][C:14]=3[N:22]=2)[CH:7]=[CH:6][N:5]=1.[N:23]1[CH:28]=[CH:27][CH:26]=[CH:25][C:24]=1[N:29]1C(=O)N2C=CC=CC2=N[C:30]1=[O:40], predict the reaction product. The product is: [CH3:3][C:4]1[CH:9]=[C:8]([C:10]2[CH:11]=[CH:12][C:13]3[N:20]4[CH2:21][C@H:16]([CH2:17][CH2:18][CH2:19]4)[N:15]([C:30]([NH:29][C:24]4[CH:25]=[CH:26][CH:27]=[CH:28][N:23]=4)=[O:40])[C:14]=3[N:22]=2)[CH:7]=[CH:6][N:5]=1. (4) Given the reactants Cl[C:2]1[C:7]([C:8]#[N:9])=[CH:6][CH:5]=[CH:4][N:3]=1.[F:10][C:11]1[CH:12]=[C:13](B(O)O)[CH:14]=[CH:15][CH:16]=1, predict the reaction product. The product is: [F:10][C:11]1[CH:16]=[C:15]([C:2]2[N:3]=[CH:4][CH:5]=[CH:6][C:7]=2[C:8]#[N:9])[CH:14]=[CH:13][CH:12]=1. (5) Given the reactants CC([C:5]1[C:18]2[N:19]=[C:20]([CH3:22])[S:21][C:17]=2[C:8]2[CH2:9][CH2:10][N:11](C([O-])=O)[CH2:12][CH2:13][C:7]=2[CH:6]=1)(C)C.C(O)(C(F)(F)F)=O, predict the reaction product. The product is: [CH3:22][C:20]1[S:21][C:17]2[C:8]3[CH2:9][CH2:10][NH:11][CH2:12][CH2:13][C:7]=3[CH:6]=[CH:5][C:18]=2[N:19]=1.